Task: Regression. Given two drug SMILES strings and cell line genomic features, predict the synergy score measuring deviation from expected non-interaction effect.. Dataset: NCI-60 drug combinations with 297,098 pairs across 59 cell lines (1) Drug 1: CNC(=O)C1=CC=CC=C1SC2=CC3=C(C=C2)C(=NN3)C=CC4=CC=CC=N4. Drug 2: C1=CN(C=N1)CC(O)(P(=O)(O)O)P(=O)(O)O. Cell line: RXF 393. Synergy scores: CSS=13.7, Synergy_ZIP=-1.40, Synergy_Bliss=1.14, Synergy_Loewe=1.10, Synergy_HSA=1.93. (2) Synergy scores: CSS=18.6, Synergy_ZIP=0.616, Synergy_Bliss=3.57, Synergy_Loewe=-42.0, Synergy_HSA=0.524. Cell line: A498. Drug 2: C1=CN(C(=O)N=C1N)C2C(C(C(O2)CO)O)O.Cl. Drug 1: CC1=C(C=C(C=C1)NC2=NC=CC(=N2)N(C)C3=CC4=NN(C(=C4C=C3)C)C)S(=O)(=O)N.Cl. (3) Drug 2: COC1=C2C(=CC3=C1OC=C3)C=CC(=O)O2. Drug 1: C1CC(=O)NC(=O)C1N2CC3=C(C2=O)C=CC=C3N. Cell line: HCT-15. Synergy scores: CSS=0.601, Synergy_ZIP=0.822, Synergy_Bliss=1.82, Synergy_Loewe=-0.206, Synergy_HSA=-0.0929. (4) Drug 1: CNC(=O)C1=CC=CC=C1SC2=CC3=C(C=C2)C(=NN3)C=CC4=CC=CC=N4. Drug 2: CC1=C(C(=O)C2=C(C1=O)N3CC4C(C3(C2COC(=O)N)OC)N4)N. Cell line: TK-10. Synergy scores: CSS=14.1, Synergy_ZIP=-2.69, Synergy_Bliss=9.71, Synergy_Loewe=4.61, Synergy_HSA=9.36. (5) Drug 1: CC12CCC3C(C1CCC2=O)CC(=C)C4=CC(=O)C=CC34C. Drug 2: CCN(CC)CCCC(C)NC1=C2C=C(C=CC2=NC3=C1C=CC(=C3)Cl)OC. Cell line: MOLT-4. Synergy scores: CSS=80.2, Synergy_ZIP=8.67, Synergy_Bliss=11.2, Synergy_Loewe=12.0, Synergy_HSA=11.8.